From a dataset of Forward reaction prediction with 1.9M reactions from USPTO patents (1976-2016). Predict the product of the given reaction. (1) Given the reactants C(Cl)(=O)C(Cl)=O.[C:7]([C:9]1[CH:10]=[C:11]([CH:15]=[CH:16][C:17]=1[O:18][CH2:19][CH:20]([CH3:22])[CH3:21])[C:12]([OH:14])=O)#[N:8].[NH2:23][C:24]1[C:25]([Cl:34])=[C:26]([CH:31]=[CH:32][CH:33]=1)[C:27]([O:29][CH3:30])=[O:28].C(N(CC)CC)C.Cl, predict the reaction product. The product is: [Cl:34][C:25]1[C:24]([NH:23][C:12](=[O:14])[C:11]2[CH:15]=[CH:16][C:17]([O:18][CH2:19][CH:20]([CH3:22])[CH3:21])=[C:9]([C:7]#[N:8])[CH:10]=2)=[CH:33][CH:32]=[CH:31][C:26]=1[C:27]([O:29][CH3:30])=[O:28]. (2) Given the reactants [CH2:1]1[O:4][C@@H:2]1[CH3:3].[Cl:5][C:6]1[CH:15]=[C:14]([SH:16])[CH:13]=[CH:12][C:7]=1[C:8]([O:10][CH3:11])=[O:9], predict the reaction product. The product is: [Cl:5][C:6]1[CH:15]=[C:14]([S:16][CH2:1][C@H:2]([OH:4])[CH3:3])[CH:13]=[CH:12][C:7]=1[C:8]([O:10][CH3:11])=[O:9]. (3) Given the reactants [NH2:1][C:2]1[CH:7]=[CH:6][CH:5]=[CH:4][CH:3]=1.Cl[C:9](=[O:15])[C:10]([O:12][CH2:13][CH3:14])=[O:11], predict the reaction product. The product is: [CH2:13]([O:12][C:10](=[O:11])[C:9]([NH:1][C:2]1[CH:7]=[CH:6][CH:5]=[CH:4][CH:3]=1)=[O:15])[CH3:14]. (4) Given the reactants P(Cl)(Cl)(Cl)=O.[CH3:6][C:7]1[O:8][CH:9]=[CH:10][C:11]=1[CH3:12].[OH-].[Na+].CN([CH:18]=[O:19])C, predict the reaction product. The product is: [CH3:12][C:11]1[CH:10]=[C:9]([CH:18]=[O:19])[O:8][C:7]=1[CH3:6]. (5) Given the reactants [Cl:1][C:2]1[CH:7]=[CH:6][C:5]([CH:8]([C:10]2[CH:15]=[CH:14][CH:13]=[C:12]([C:16]3[CH:17]=[C:18]([CH:26]([CH3:28])[CH3:27])[CH:19]=[C:20]4[C:25]=3[N:24]=[CH:23][CH:22]=[CH:21]4)[CH:11]=2)O)=[CH:4][CH:3]=1.O=S(Cl)[Cl:31], predict the reaction product. The product is: [Cl:31][CH:8]([C:5]1[CH:6]=[CH:7][C:2]([Cl:1])=[CH:3][CH:4]=1)[C:10]1[CH:11]=[C:12]([C:16]2[CH:17]=[C:18]([CH:26]([CH3:28])[CH3:27])[CH:19]=[C:20]3[C:25]=2[N:24]=[CH:23][CH:22]=[CH:21]3)[CH:13]=[CH:14][CH:15]=1. (6) The product is: [NH2:1][C:4]1[C:5]([O:18][CH3:19])=[C:6]([C:10]2[CH:11]=[C:12]([C:15]([OH:17])=[O:16])[O:13][CH:14]=2)[CH:7]=[CH:8][CH:9]=1. Given the reactants [N+:1]([C:4]1[C:5]([O:18][CH3:19])=[C:6]([C:10]2[CH:11]=[C:12]([C:15]([OH:17])=[O:16])[O:13][CH:14]=2)[CH:7]=[CH:8][CH:9]=1)([O-])=O.C([O-])=O.[NH4+], predict the reaction product.